Predict the reaction yield, written as a fraction of the theoretical maximum amount of product (1.0 means a 100% yield; for example, 0.34 means a 34% yield). From a dataset of Reaction yield outcomes from USPTO patents with 853,638 reactions. (1) The reactants are [O:1]1[C:5]2[CH:6]=[CH:7][C:8]([C:10]3[CH:11]=[C:12]([S:16]([NH:19][C:20]4[CH:28]=[CH:27][C:23]([C:24]([OH:26])=[O:25])=[C:22]([OH:29])[CH:21]=4)(=[O:18])=[O:17])[CH:13]=[CH:14][CH:15]=3)=[CH:9][C:4]=2[CH2:3][CH2:2]1.[CH3:30][O:31][CH:32](O)[CH3:33]. No catalyst specified. The product is [O:1]1[C:5]2[CH:6]=[CH:7][C:8]([C:10]3[CH:11]=[C:12]([S:16]([NH:19][C:20]4[CH:28]=[CH:27][C:23]([C:24]([O:26][CH2:33][CH2:32][O:31][CH3:30])=[O:25])=[C:22]([OH:29])[CH:21]=4)(=[O:17])=[O:18])[CH:13]=[CH:14][CH:15]=3)=[CH:9][C:4]=2[CH2:3][CH2:2]1. The yield is 0.410. (2) The reactants are [CH2:1]([O:8][C:9]1[C:10]([NH:19][C:20]2[S:21][CH:22]=[C:23]([CH3:25])[N:24]=2)=[N:11][CH:12]=[C:13]([CH:15]=[CH:16][O:17]C)[CH:14]=1)[C:2]1[CH:7]=[CH:6][CH:5]=[CH:4][CH:3]=1.Cl. The product is [CH2:1]([O:8][C:9]1[CH:14]=[C:13]([CH2:15][CH:16]=[O:17])[CH:12]=[N:11][C:10]=1[NH:19][C:20]1[S:21][CH:22]=[C:23]([CH3:25])[N:24]=1)[C:2]1[CH:7]=[CH:6][CH:5]=[CH:4][CH:3]=1. The yield is 0.540. The catalyst is C1COCC1. (3) The reactants are [F:1][C:2]1[CH:7]=[C:6]([C:8]([O:10]C)=[O:9])[CH:5]=[CH:4][C:3]=1[C:12]1[CH:17]=[CH:16][C:15]([O:18][CH2:19][CH:20]2[CH2:25][CH2:24][N:23]([CH2:26][C:27]([F:30])([CH3:29])[CH3:28])[CH2:22][CH2:21]2)=[CH:14][CH:13]=1.O[Li].O.Cl. The catalyst is C1COCC1. The product is [F:1][C:2]1[CH:7]=[C:6]([C:8]([OH:10])=[O:9])[CH:5]=[CH:4][C:3]=1[C:12]1[CH:13]=[CH:14][C:15]([O:18][CH2:19][CH:20]2[CH2:21][CH2:22][N:23]([CH2:26][C:27]([F:30])([CH3:28])[CH3:29])[CH2:24][CH2:25]2)=[CH:16][CH:17]=1. The yield is 0.810. (4) The reactants are [CH:1]1[CH:6]=[N:5][CH:4]=[C:3]2[CH2:7][O:8][C:9]3[CH:10]=[C:11]([NH:15][C:16](=[O:21])[CH2:17][CH2:18][CH2:19][CH3:20])[CH:12]=[CH:13][C:14]=3[C:2]=12.[Br:22]N1C(=O)CCC1=O. The catalyst is C(#N)C. The product is [Br:22][C:12]1[C:11]([NH:15][C:16](=[O:21])[CH2:17][CH2:18][CH2:19][CH3:20])=[CH:10][C:9]2[O:8][CH2:7][C:3]3[C:2]([C:14]=2[CH:13]=1)=[CH:1][CH:6]=[N:5][CH:4]=3. The yield is 0.455. (5) The reactants are [Cl:1][C:2]1[C:7]([Cl:8])=[CH:6][C:5]([C:9](=[O:11])[CH3:10])=[C:4]([OH:12])[C:3]=1[I:13].[C:14](=O)([O-])[O-].[K+].[K+].CI. The catalyst is CN(C=O)C.O. The product is [Cl:1][C:2]1[C:7]([Cl:8])=[CH:6][C:5]([C:9](=[O:11])[CH3:10])=[C:4]([O:12][CH3:14])[C:3]=1[I:13]. The yield is 0.840. (6) The reactants are [Cl:1][C:2]1[N:3]=[C:4]([O:20][CH:21]2[CH2:26][CH2:25][O:24][CH2:23][CH2:22]2)[C:5]2[C:10](I)=[CH:9][N:8]([CH2:12][O:13][CH2:14][CH2:15][Si:16]([CH3:19])([CH3:18])[CH3:17])[C:6]=2[N:7]=1.[CH3:27][NH:28][C:29](=[O:45])[C:30]1[CH:35]=[CH:34][C:33](B2OC(C)(C)C(C)(C)O2)=[CH:32][N:31]=1.ClCCl.C(=O)([O-])[O-].[Na+].[Na+]. The catalyst is O.O1CCOCC1. The product is [Cl:1][C:2]1[N:3]=[C:4]([O:20][CH:21]2[CH2:26][CH2:25][O:24][CH2:23][CH2:22]2)[C:5]2[C:10]([C:33]3[CH:34]=[CH:35][C:30]([C:29]([NH:28][CH3:27])=[O:45])=[N:31][CH:32]=3)=[CH:9][N:8]([CH2:12][O:13][CH2:14][CH2:15][Si:16]([CH3:19])([CH3:18])[CH3:17])[C:6]=2[N:7]=1. The yield is 0.610. (7) The reactants are [NH2:1][C:2]1[C:7]([F:8])=[CH:6][C:5]([F:9])=[CH:4][C:3]=1[C:10]1[C:11]2[CH:20]=[CH:19][NH:18][C:12]=2[C:13](=[O:17])[N:14]([CH3:16])[CH:15]=1.[CH2:21]=O.Cl. The catalyst is CO. The product is [F:8][C:7]1[C:2]2[NH:1][CH2:21][C:20]3[C:11]4=[C:12]([C:13](=[O:17])[N:14]([CH3:16])[CH:15]=[C:10]4[C:3]=2[CH:4]=[C:5]([F:9])[CH:6]=1)[NH:18][CH:19]=3. The yield is 0.770.